This data is from Reaction yield outcomes from USPTO patents with 853,638 reactions. The task is: Predict the reaction yield, written as a fraction of the theoretical maximum amount of product (1.0 means a 100% yield; for example, 0.34 means a 34% yield). The reactants are [CH3:1][O:2][C:3]1[CH:4]=[C:5]([CH:8]=[CH:9][C:10]=1[O:11][CH2:12][C:13]1[C:22]2[C:17](=[CH:18][CH:19]=[CH:20][CH:21]=2)[CH:16]=[CH:15][CH:14]=1)[CH:6]=O.[S:23]1[CH2:27][C:26](=[O:28])[NH:25][C:24]1=[O:29].N1CCCCC1. The catalyst is C(O)C. The product is [CH3:1][O:2][C:3]1[CH:4]=[C:5](/[CH:6]=[C:27]2/[C:26](=[O:28])[NH:25][C:24](=[O:29])[S:23]/2)[CH:8]=[CH:9][C:10]=1[O:11][CH2:12][C:13]1[C:22]2[C:17](=[CH:18][CH:19]=[CH:20][CH:21]=2)[CH:16]=[CH:15][CH:14]=1. The yield is 0.780.